This data is from KCNQ2 potassium channel screen with 302,405 compounds. The task is: Binary Classification. Given a drug SMILES string, predict its activity (active/inactive) in a high-throughput screening assay against a specified biological target. (1) The compound is O=C1NCCN(C1CC(=O)NCCCn1nccc1)Cc1ccc(cc1)c1ccccc1. The result is 0 (inactive). (2) The molecule is Clc1ccc(S(=O)(=O)/N=C(/Nc2ncccc2)c2ccccc2)cc1. The result is 0 (inactive). (3) The molecule is Clc1c(cc(S(=O)(=O)N(c2ccc(OC)cc2)C)cc1)C(=O)NCCc1ccc(Cl)cc1. The result is 0 (inactive).